From a dataset of Reaction yield outcomes from USPTO patents with 853,638 reactions. Predict the reaction yield, written as a fraction of the theoretical maximum amount of product (1.0 means a 100% yield; for example, 0.34 means a 34% yield). (1) The reactants are Cl.[NH2:2][CH2:3][C:4]([C:6]1[CH:11]=[CH:10][C:9]([Br:12])=[CH:8][CH:7]=1)=[O:5].[C:13]([O:17][C:18]([N:20]1[CH2:24][CH:23]([C:25]#[N:26])[CH2:22][CH:21]1[C:27](O)=[O:28])=[O:19])([CH3:16])([CH3:15])[CH3:14].C(N(C(C)C)CC)(C)C.CN(C(ON1N=NC2C=CC=NC1=2)=[N+](C)C)C.F[P-](F)(F)(F)(F)F. The catalyst is CN(C=O)C.C(OCC)(=O)C. The product is [C:13]([O:17][C:18]([N:20]1[CH2:24][CH:23]([C:25]#[N:26])[CH2:22][CH:21]1[C:27](=[O:28])[NH:2][CH2:3][C:4]([C:6]1[CH:11]=[CH:10][C:9]([Br:12])=[CH:8][CH:7]=1)=[O:5])=[O:19])([CH3:16])([CH3:15])[CH3:14]. The yield is 0.910. (2) The catalyst is CO.ClCCl.[Ni]. The reactants are [C:1]([N:4]1[CH:10]([CH3:11])[CH2:9][C:8]2[CH:12]=[CH:13][C:14]([Cl:16])=[CH:15][C:7]=2[C:6]([C:17]2[CH:22]=[CH:21][C:20]([N+:23]([O-])=O)=[C:19]([Cl:26])[CH:18]=2)=[N:5]1)(=[O:3])[CH3:2].O.NN. The yield is 0.300. The product is [C:1]([N:4]1[CH:10]([CH3:11])[CH2:9][C:8]2[CH:12]=[CH:13][C:14]([Cl:16])=[CH:15][C:7]=2[C:6]([C:17]2[CH:22]=[CH:21][C:20]([NH2:23])=[C:19]([Cl:26])[CH:18]=2)=[N:5]1)(=[O:3])[CH3:2]. (3) The reactants are [Cl:1][C:2]1[CH:9]=[CH:8][C:5]([CH:6]=O)=[CH:4][CH:3]=1.S([O-])([O-])(=O)=O.[Mg+2].[NH2:16][C:17]1[CH:25]=[CH:24][CH:23]=[C:22]2[C:18]=1[CH2:19][O:20][C:21]2=[O:26]. The product is [Cl:1][C:2]1[CH:9]=[CH:8][C:5](/[CH:6]=[N:16]/[C:17]2[CH:25]=[CH:24][CH:23]=[C:22]3[C:18]=2[CH2:19][O:20][C:21]3=[O:26])=[CH:4][CH:3]=1. The catalyst is C(#N)C. The yield is 0.550. (4) The product is [Br:1][C:11]1[C:12]([CH3:14])=[CH:13][C:6]2[O:5][C:4]([CH3:16])([CH3:3])[C:8](=[O:9])[C:7]=2[C:10]=1[CH3:15]. The yield is 0.610. The reactants are [Br:1]Br.[CH3:3][C:4]1([CH3:16])[C:8](=[O:9])[C:7]2[C:10]([CH3:15])=[CH:11][C:12]([CH3:14])=[CH:13][C:6]=2[O:5]1.C([O-])(=O)C.[Na+].S([O-])([O-])=O.[Na+].[Na+]. The catalyst is C(OCC)(=O)C.C(#N)C. (5) The reactants are [Cl:1][C:2]1[CH:3]=[C:4]([OH:12])[CH:5]=[C:6]([C:8]([F:11])([F:10])[F:9])[CH:7]=1.F[C:14]1[CH:21]=[CH:20][C:17]([CH:18]=[O:19])=[CH:16][CH:15]=1.C([O-])([O-])=O.[K+].[K+]. The catalyst is CN(C=O)C.O. The product is [Cl:1][C:2]1[CH:3]=[C:4]([O:12][C:14]2[CH:21]=[CH:20][C:17]([CH:18]=[O:19])=[CH:16][CH:15]=2)[CH:5]=[C:6]([C:8]([F:10])([F:11])[F:9])[CH:7]=1. The yield is 1.08. (6) The reactants are C1(N=C=NC2CCCCC2)CCCCC1.[CH3:16][NH:17][CH:18]1[CH:23]2[CH2:24][CH2:25][CH:19]1[CH2:20][N:21]([CH2:26][CH2:27][CH2:28][NH:29][C:30]1[CH:37]=[CH:36][C:33]([C:34]#[N:35])=[CH:32][CH:31]=1)[CH2:22]2.[CH3:38][CH:39]([CH3:44])[CH2:40][C:41](O)=[O:42].C([O-])([O-])=O.[K+].[K+]. The catalyst is CN(C=O)C.C(Cl)Cl. The product is [C:34]([C:33]1[CH:32]=[CH:31][C:30]([NH:29][CH2:28][CH2:27][CH2:26][N:21]2[CH2:22][CH:23]3[CH:18]([N:17]([CH3:16])[C:41](=[O:42])[CH2:40][CH:39]([CH3:44])[CH3:38])[CH:19]([CH2:25][CH2:24]3)[CH2:20]2)=[CH:37][CH:36]=1)#[N:35]. The yield is 0.709. (7) The reactants are C[C:2]1([CH3:9])[O:6][C@H:5]([CH2:7][OH:8])[CH2:4][O:3]1.[OH-].[K+].[CH2:12](Br)[CH2:13][CH2:14][CH2:15][CH2:16][CH2:17][CH2:18][CH2:19][CH2:20][CH2:21][CH2:22][CH2:23][CH2:24][CH2:25]CC.O. The catalyst is C1(C)C=CC=CC=1. The product is [CH2:2]([O:3][CH2:4][CH:5]([CH2:7][OH:8])[OH:6])[CH2:9][CH2:25][CH2:24][CH2:23][CH2:22][CH2:21][CH2:20][CH2:19][CH2:18][CH2:17][CH2:16][CH2:15][CH2:14][CH2:13][CH3:12]. The yield is 0.820. (8) The yield is 0.985. The catalyst is [OH-].[OH-].[Pd+2].CO.C(OCC)(=O)C. The reactants are C([O:8][C:9]1[CH:18]=[CH:17][C:16]2[C:11](=[CH:12][CH:13]=[C:14]([O:19][CH3:20])[CH:15]=2)[C:10]=1[O:21][C:22]1[CH:36]=[CH:35][C:25]([O:26][CH2:27][CH2:28][N:29]2[CH2:34][CH2:33][CH2:32][CH2:31][CH2:30]2)=[CH:24][CH:23]=1)C1C=CC=CC=1.C([O-])=O.[NH4+]. The product is [CH3:20][O:19][C:14]1[CH:15]=[C:16]2[C:11](=[CH:12][CH:13]=1)[C:10]([O:21][C:22]1[CH:23]=[CH:24][C:25]([O:26][CH2:27][CH2:28][N:29]3[CH2:30][CH2:31][CH2:32][CH2:33][CH2:34]3)=[CH:35][CH:36]=1)=[C:9]([OH:8])[CH:18]=[CH:17]2.